This data is from Reaction yield outcomes from USPTO patents with 853,638 reactions. The task is: Predict the reaction yield, written as a fraction of the theoretical maximum amount of product (1.0 means a 100% yield; for example, 0.34 means a 34% yield). (1) The catalyst is COCCOCCOC. The product is [C:1]([C:5]1[CH:18]=[CH:17][C:16]2[N:15]3[CH:26]=[CH:27][N:28]=[C:14]3[C:13]3[CH:12]=[CH:11][C:10]([C:20]([CH3:23])([CH3:22])[CH3:21])=[CH:9][C:8]=3[C:7]=2[CH:6]=1)([CH3:4])([CH3:3])[CH3:2]. The yield is 0.560. The reactants are [C:1]([C:5]1[CH:18]=[CH:17][C:16]2[C:7](=[C:8]3[C:13](=[C:14](Cl)[N:15]=2)[CH:12]=[CH:11][C:10]([C:20]([CH3:23])([CH3:22])[CH3:21])=[CH:9]3)[CH:6]=1)([CH3:4])([CH3:3])[CH3:2].CO[CH:26](OC)[CH2:27][NH2:28]. (2) The reactants are [O:1]1[CH:5]=[C:4]([NH:6]C(=O)OCC2C=CC(OC)=CC=2OC)[N:3]=[CH:2]1.[CH3:21][O:22][C:23]1[CH:28]=[C:27]([C:29]([F:32])([F:31])[F:30])[CH:26]=[CH:25][C:24]=1[C:33]1[C:42]2[C:37](=[CH:38][C:39]([S:43](OC3C(F)=C(F)C(F)=C(F)C=3F)(=[O:45])=[O:44])=[CH:40][CH:41]=2)[CH:36]=[CH:35][N:34]=1.C(=O)([O-])[O-].[Cs+].[Cs+]. The catalyst is CS(C)=O.CCOC(C)=O. The product is [CH3:21][O:22][C:23]1[CH:28]=[C:27]([C:29]([F:32])([F:31])[F:30])[CH:26]=[CH:25][C:24]=1[C:33]1[C:42]2[C:37](=[CH:38][C:39]([S:43]([NH:6][C:4]3[N:3]=[CH:2][O:1][CH:5]=3)(=[O:44])=[O:45])=[CH:40][CH:41]=2)[CH:36]=[CH:35][N:34]=1. The yield is 0.0929.